The task is: Predict the reaction yield, written as a fraction of the theoretical maximum amount of product (1.0 means a 100% yield; for example, 0.34 means a 34% yield).. This data is from Reaction yield outcomes from USPTO patents with 853,638 reactions. The reactants are [Cl:1][C:2]1[CH:18]=[CH:17][CH:16]=[CH:15][C:3]=1[CH2:4][NH:5][C:6]([C:8]1([C:11](OC)=[O:12])[CH2:10][CH2:9]1)=[O:7].[BH4-].[Na+]. The catalyst is C1COCC1.CO. The product is [Cl:1][C:2]1[CH:18]=[CH:17][CH:16]=[CH:15][C:3]=1[CH2:4][NH:5][C:6]([C:8]1([CH2:11][OH:12])[CH2:9][CH2:10]1)=[O:7]. The yield is 0.550.